Dataset: Full USPTO retrosynthesis dataset with 1.9M reactions from patents (1976-2016). Task: Predict the reactants needed to synthesize the given product. (1) The reactants are: [Cl:1][C:2]1[CH:3]=[C:4]([NH:9][C:10]2[C:11]3[C:18]4[CH2:19][NH:20][CH2:21][C:17]=4[S:16][C:12]=3[N:13]=[CH:14][N:15]=2)[CH:5]=[CH:6][C:7]=1[F:8].Cl.[CH3:23][N:24]([CH:31]([CH3:33])[CH3:32])[CH2:25]/[CH:26]=[CH:27]/[C:28](O)=[O:29]. Given the product [Cl:1][C:2]1[CH:3]=[C:4]([NH:9][C:10]2[C:11]3[C:18]4[CH2:19][N:20]([C:28](=[O:29])/[CH:27]=[CH:26]/[CH2:25][N:24]([CH:31]([CH3:33])[CH3:32])[CH3:23])[CH2:21][C:17]=4[S:16][C:12]=3[N:13]=[CH:14][N:15]=2)[CH:5]=[CH:6][C:7]=1[F:8], predict the reactants needed to synthesize it. (2) Given the product [CH3:8][N:7]([C:6](=[O:33])[C:35]([F:40])([F:39])[F:34])[CH2:9][CH2:10][NH:11][C:12]([C:14]1[N:15]=[CH:16][C:17]2[C:18](=[O:32])[N:19]([CH2:25][C:26]3[CH:31]=[CH:30][CH:29]=[CH:28][CH:27]=3)[CH:20]=[CH:21][C:22]=2[C:23]=1[OH:24])=[O:13], predict the reactants needed to synthesize it. The reactants are: C(O[C:6](=[O:33])[N:7]([CH2:9][CH2:10][NH:11][C:12]([C:14]1[N:15]=[CH:16][C:17]2[C:18](=[O:32])[N:19]([CH2:25][C:26]3[CH:31]=[CH:30][CH:29]=[CH:28][CH:27]=3)[CH:20]=[CH:21][C:22]=2[C:23]=1[OH:24])=[O:13])[CH3:8])(C)(C)C.[F:34][C:35]([F:40])([F:39])C(O)=O.C(N(CC)CC)C.FC(F)(F)C(OCC)=O. (3) Given the product [CH3:1][O:2][C:3](=[O:34])[C:4]1[CH:9]=[C:8]([N:10]([C:11]2[CH:16]=[CH:15][CH:14]=[CH:13][CH:12]=2)[C:35](=[O:37])[CH3:36])[CH:7]=[C:6]([C:17](=[O:33])[C:18]2[CH:23]=[CH:22][C:21]([N:24]([C:26]3[CH:27]=[CH:28][C:29]([Cl:32])=[CH:30][CH:31]=3)[CH3:25])=[CH:20][N:19]=2)[CH:5]=1, predict the reactants needed to synthesize it. The reactants are: [CH3:1][O:2][C:3](=[O:34])[C:4]1[CH:9]=[C:8]([NH:10][C:11]2[CH:16]=[CH:15][CH:14]=[CH:13][CH:12]=2)[CH:7]=[C:6]([C:17](=[O:33])[C:18]2[CH:23]=[CH:22][C:21]([N:24]([C:26]3[CH:31]=[CH:30][C:29]([Cl:32])=[CH:28][CH:27]=3)[CH3:25])=[CH:20][N:19]=2)[CH:5]=1.[C:35](Cl)(=[O:37])[CH3:36].Cl. (4) Given the product [CH:14]1([C:17]2[N:18]([CH:23]([CH3:25])[CH3:24])[CH:19]=[C:20]([C:9]#[C:8][C:6]3[CH:5]=[CH:4][N:3]=[C:2]([CH3:1])[CH:7]=3)[N:21]=2)[CH2:16][CH2:15]1, predict the reactants needed to synthesize it. The reactants are: [CH3:1][C:2]1[CH:7]=[C:6]([C:8]#[C:9][Si](C)(C)C)[CH:5]=[CH:4][N:3]=1.[CH:14]1([C:17]2[N:18]([CH:23]([CH3:25])[CH3:24])[CH:19]=[C:20](I)[N:21]=2)[CH2:16][CH2:15]1. (5) Given the product [Cl:1][C:2]1[NH:10][C:9](=[O:12])[CH:8]=[CH:7][C:3]=1[C:4]([OH:6])=[O:5], predict the reactants needed to synthesize it. The reactants are: [Cl:1][C:2]1[N:10]=[C:9](Cl)[CH:8]=[CH:7][C:3]=1[C:4]([OH:6])=[O:5].[OH-:12].[Na+].Cl. (6) Given the product [Cl:19][C:12]1[C:13]([F:18])=[CH:14][CH:15]=[C:16]([F:17])[C:11]=1[CH2:10][N:9]1[CH2:8][C:7](=[O:20])[NH:6][C:5]2[N:21]=[CH:22][C:2]([C:33]3[CH:32]=[N:31][C:30]([N:27]4[CH2:26][CH2:25][N:24]([CH3:23])[CH2:29][CH2:28]4)=[CH:35][CH:34]=3)=[CH:3][C:4]1=2, predict the reactants needed to synthesize it. The reactants are: Br[C:2]1[CH:22]=[N:21][C:5]2[NH:6][C:7](=[O:20])[CH2:8][N:9]([CH2:10][C:11]3[C:16]([F:17])=[CH:15][CH:14]=[C:13]([F:18])[C:12]=3[Cl:19])[C:4]=2[CH:3]=1.[CH3:23][N:24]1[CH2:29][CH2:28][N:27]([C:30]2[CH:35]=[CH:34][C:33](B3OC(C)(C)C(C)(C)O3)=[CH:32][N:31]=2)[CH2:26][CH2:25]1.C([O-])(=O)C.C1(P(C2C=CC=CC=2)C2C=CC=CC=2)C=CC=CC=1. (7) Given the product [NH2:11][C:12]1[C:21]2[N:22]=[C:23]([CH2:30][CH3:31])[N:24]([CH2:25][C:26]([CH3:27])([OH:28])[CH3:29])[C:20]=2[C:19]2[N:18]=[CH:17][C:16]([C:5]3[CH:4]=[N:3][C:2]([F:1])=[CH:7][CH:6]=3)=[CH:15][C:14]=2[N:13]=1, predict the reactants needed to synthesize it. The reactants are: [F:1][C:2]1[CH:7]=[CH:6][C:5](B(O)O)=[CH:4][N:3]=1.[NH2:11][C:12]1[C:21]2[N:22]=[C:23]([CH2:30][CH3:31])[N:24]([CH2:25][C:26]([CH3:29])([OH:28])[CH3:27])[C:20]=2[C:19]2[N:18]=[CH:17][C:16](Br)=[CH:15][C:14]=2[N:13]=1.C(O)CC.C(=O)([O-])[O-].[Na+].[Na+].